Dataset: Peptide-MHC class I binding affinity with 185,985 pairs from IEDB/IMGT. Task: Regression. Given a peptide amino acid sequence and an MHC pseudo amino acid sequence, predict their binding affinity value. This is MHC class I binding data. (1) The peptide sequence is VVLGVVFGI. The MHC is HLA-A02:03 with pseudo-sequence HLA-A02:03. The binding affinity (normalized) is 0.277. (2) The peptide sequence is RIPVIVADD. The MHC is H-2-Dd with pseudo-sequence H-2-Dd. The binding affinity (normalized) is 0. (3) The peptide sequence is LPAEVRAAF. The MHC is HLA-B38:01 with pseudo-sequence HLA-B38:01. The binding affinity (normalized) is 0.0847. (4) The peptide sequence is FSAVGNICY. The MHC is HLA-A29:02 with pseudo-sequence HLA-A29:02. The binding affinity (normalized) is 0.808. (5) The peptide sequence is IHESVIGQL. The MHC is HLA-B27:05 with pseudo-sequence HLA-B27:05. The binding affinity (normalized) is 0.0847. (6) The peptide sequence is VFSDGRVAC. The MHC is HLA-A02:01 with pseudo-sequence HLA-A02:01. The binding affinity (normalized) is 0.00186.